This data is from Full USPTO retrosynthesis dataset with 1.9M reactions from patents (1976-2016). The task is: Predict the reactants needed to synthesize the given product. (1) The reactants are: C(N(C(C)C)CC)(C)C.Cl[C:11]1[N:16]=[C:15]([NH:17][C:18]2[CH:23]=[CH:22][C:21]([O:24][CH3:25])=[CH:20][CH:19]=2)[C:14]([N+:26]([O-:28])=[O:27])=[CH:13][N:12]=1.[C:29]1([N:35]2[CH:39]=[C:38]([NH2:40])[CH:37]=[N:36]2)[CH:34]=[CH:33][CH:32]=[CH:31][CH:30]=1.O. Given the product [CH3:25][O:24][C:21]1[CH:22]=[CH:23][C:18]([NH:17][C:15]2[C:14]([N+:26]([O-:28])=[O:27])=[CH:13][N:12]=[C:11]([NH:40][C:38]3[CH:37]=[N:36][N:35]([C:29]4[CH:34]=[CH:33][CH:32]=[CH:31][CH:30]=4)[CH:39]=3)[N:16]=2)=[CH:19][CH:20]=1, predict the reactants needed to synthesize it. (2) Given the product [O:11]1[C:7]([CH2:6][N:15]([CH2:14][C:13]([F:12])([F:28])[F:29])[C:16]2[CH:23]=[CH:22][C:19]([C:20]#[N:21])=[C:18]([C:24]([F:25])([F:26])[F:27])[CH:17]=2)=[CH:8][N:9]=[CH:10]1, predict the reactants needed to synthesize it. The reactants are: CS(O[CH2:6][C:7]1[O:11][CH:10]=[N:9][CH:8]=1)(=O)=O.[F:12][C:13]([F:29])([F:28])[CH2:14][NH:15][C:16]1[CH:23]=[CH:22][C:19]([C:20]#[N:21])=[C:18]([C:24]([F:27])([F:26])[F:25])[CH:17]=1. (3) Given the product [F:1][C:2]1[C:7]([F:8])=[CH:6][CH:5]=[C:4]([F:9])[C:3]=1[C:10](=[CH2:14])[C:11](=[O:13])[CH3:12], predict the reactants needed to synthesize it. The reactants are: [F:1][C:2]1[C:7]([F:8])=[CH:6][CH:5]=[C:4]([F:9])[C:3]=1[CH2:10][C:11](=[O:13])[CH3:12].[C:14](O)(=O)C.N1CCCCC1.C=O. (4) Given the product [C:1]([O:5][C:6](=[O:16])[NH:7][C:8]1([C:11]2[O:12][C:13]([C:17]#[N:18])=[CH:14][CH:15]=2)[CH2:9][CH2:10]1)([CH3:4])([CH3:2])[CH3:3], predict the reactants needed to synthesize it. The reactants are: [C:1]([O:5][C:6](=[O:16])[NH:7][C:8]1([C:11]2[O:12][CH:13]=[CH:14][CH:15]=2)[CH2:10][CH2:9]1)([CH3:4])([CH3:3])[CH3:2].[CH3:17][N:18](C=O)C. (5) Given the product [C:1]([N:5]1[C:9]2[NH:10][CH:24]=[C:25]([C:26](=[O:27])[CH3:28])[CH:21]([C:18]3[CH:19]=[CH:20][C:15]([CH3:23])=[CH:16][CH:17]=3)[C:8]=2[C:7]([C:11]([CH3:14])([CH3:13])[CH3:12])=[N:6]1)([CH3:4])([CH3:3])[CH3:2], predict the reactants needed to synthesize it. The reactants are: [C:1]([N:5]1[C:9]([NH2:10])=[CH:8][C:7]([C:11]([CH3:14])([CH3:13])[CH3:12])=[N:6]1)([CH3:4])([CH3:3])[CH3:2].[C:15]1([CH3:23])[CH:20]=[CH:19][C:18]([CH:21]=O)=[CH:17][CH:16]=1.[CH3:24][CH2:25][C:26]([CH2:28]C=O)=[O:27].